This data is from Full USPTO retrosynthesis dataset with 1.9M reactions from patents (1976-2016). The task is: Predict the reactants needed to synthesize the given product. (1) Given the product [CH3:21][O:22][C:23]1[CH:24]=[CH:25][C:26]([C:29]2[NH:33][N:32]=[CH:31][C:30]=2[C:34]([N:6]2[CH:2]([CH3:1])[CH2:3][C:4]([C:8]3[CH:13]=[CH:12][CH:11]=[CH:10][CH:9]=3)([OH:7])[CH2:5]2)=[O:35])=[CH:27][CH:28]=1, predict the reactants needed to synthesize it. The reactants are: [CH3:1][CH:2]1[NH:6][CH2:5][C:4]([C:8]2[CH:13]=[CH:12][CH:11]=[CH:10][CH:9]=2)([OH:7])[CH2:3]1.C(N(CC)CC)C.[CH3:21][O:22][C:23]1[CH:28]=[CH:27][C:26]([C:29]2[NH:33][N:32]=[CH:31][C:30]=2[C:34](O)=[O:35])=[CH:25][CH:24]=1.CCCP1(OP(CCC)(=O)OP(CCC)(=O)O1)=O. (2) Given the product [Cl:1][C:2]1[CH:3]=[CH:4][C:5]([NH:8][C:9]2[N:14]=[N:13][C:12]([C:15]([N:41]3[CH2:36][CH2:37][CH2:38][CH2:39][CH2:40]3)=[O:17])=[CH:11][CH:10]=2)=[CH:6][CH:7]=1, predict the reactants needed to synthesize it. The reactants are: [Cl:1][C:2]1[CH:7]=[CH:6][C:5]([NH:8][C:9]2[N:14]=[N:13][C:12]([C:15]([OH:17])=O)=[CH:11][CH:10]=2)=[CH:4][CH:3]=1.CCN(C(C)C)C(C)C.CN(C(ON1N=N[C:37]2[CH:38]=[CH:39][CH:40]=[N:41][C:36]1=2)=[N+](C)C)C.F[P-](F)(F)(F)(F)F.N1CCCCC1.